From a dataset of Forward reaction prediction with 1.9M reactions from USPTO patents (1976-2016). Predict the product of the given reaction. The product is: [CH3:22][O:21][C:19](=[O:20])[CH:18]([O:16][C:9]1[CH:10]=[C:11]([O:14][CH3:15])[CH:12]=[CH:13][C:8]=1[Cl:7])[C:23]([O:25][CH3:26])=[O:24]. Given the reactants C([O-])([O-])=O.[K+].[K+].[Cl:7][C:8]1[CH:13]=[CH:12][C:11]([O:14][CH3:15])=[CH:10][C:9]=1[OH:16].Cl[CH:18]([C:23]([O:25][CH3:26])=[O:24])[C:19]([O:21][CH3:22])=[O:20], predict the reaction product.